Task: Predict which catalyst facilitates the given reaction.. Dataset: Catalyst prediction with 721,799 reactions and 888 catalyst types from USPTO (1) Reactant: [CH2:1]([S:4]([N:7]1[CH2:12][CH2:11][C:10]([C@@H:19]([NH2:21])[CH3:20])([C:13]2[CH:18]=[CH:17][CH:16]=[CH:15][N:14]=2)[CH2:9][CH2:8]1)(=[O:6])=[O:5])[CH2:2][CH3:3].CCN(C(C)C)C(C)C.[Cl:31][C:32]1[CH:40]=[CH:39][CH:38]=[C:37]([Cl:41])[C:33]=1[C:34](Cl)=[O:35]. Product: [Cl:31][C:32]1[CH:40]=[CH:39][CH:38]=[C:37]([Cl:41])[C:33]=1[C:34]([NH:21][C@H:19]([C:10]1([C:13]2[CH:18]=[CH:17][CH:16]=[CH:15][N:14]=2)[CH2:9][CH2:8][N:7]([S:4]([CH2:1][CH2:2][CH3:3])(=[O:5])=[O:6])[CH2:12][CH2:11]1)[CH3:20])=[O:35]. The catalyst class is: 3. (2) Reactant: Cl.[CH2:2]([O:4][C:5]([CH:7]1[C:12](=[O:13])[CH2:11][CH2:10][N:9]([CH2:14][C:15]2[CH:20]=[CH:19][CH:18]=[CH:17][CH:16]=2)[CH2:8]1)=[O:6])[CH3:3].C(=O)(O)[O-].[Na+]. Product: [CH2:2]([O:4][C:5]([CH:7]1[C:12](=[O:13])[CH2:11][CH2:10][N:9]([CH2:14][C:15]2[CH:16]=[CH:17][CH:18]=[CH:19][CH:20]=2)[CH2:8]1)=[O:6])[CH3:3]. The catalyst class is: 13. (3) Reactant: Br[C:2]1[C:10]2[O:9][CH2:8][C@@H:7]([N:11]([C:26](=[O:31])[C:27]([F:30])([F:29])[F:28])[C:12]3[CH:25]=[CH:24][C:15]4[C@H:16]([CH2:19][C:20]([O:22][CH3:23])=[O:21])[CH2:17][O:18][C:14]=4[CH:13]=3)[C:6]=2[CH:5]=[CH:4][CH:3]=1.[CH3:32][C:33]1[C:38](B(O)O)=[C:37]([CH3:42])[N:36]=[C:35]([N:43]2[CH2:48][CH2:47][O:46][CH2:45][CH2:44]2)[N:34]=1.C(=O)([O-])[O-].[Na+].[Na+].C1(P(C2CCCCC2)C2C=CC=CC=2C2C(OC)=CC=CC=2OC)CCCCC1. Product: [CH3:32][C:33]1[C:38]([C:2]2[C:10]3[O:9][CH2:8][C@@H:7]([N:11]([C:26](=[O:31])[C:27]([F:28])([F:30])[F:29])[C:12]4[CH:25]=[CH:24][C:15]5[C@H:16]([CH2:19][C:20]([O:22][CH3:23])=[O:21])[CH2:17][O:18][C:14]=5[CH:13]=4)[C:6]=3[CH:5]=[CH:4][CH:3]=2)=[C:37]([CH3:42])[N:36]=[C:35]([N:43]2[CH2:44][CH2:45][O:46][CH2:47][CH2:48]2)[N:34]=1. The catalyst class is: 720. (4) Reactant: C(O)(=O)CC.[BH4-].[Na+].[CH2:8]([O:10][C:11]([C@@H:13]1[CH2:18][CH2:17][C:16](=[N:19][O:20][CH2:21][C:22]2[CH:27]=[CH:26][CH:25]=[CH:24][CH:23]=2)[CH2:15][NH:14]1)=[O:12])[CH3:9].S(=O)(=O)(O)O.O.O.[C:35]([OH:40])(=[O:39])[C:36]([OH:38])=[O:37]. Product: [C:35]([OH:40])(=[O:39])[C:36]([OH:38])=[O:37].[CH2:21]([O:20][NH:19][C@H:16]1[CH2:15][NH:14][C@H:13]([C:11]([O:10][CH2:8][CH3:9])=[O:12])[CH2:18][CH2:17]1)[C:22]1[CH:23]=[CH:24][CH:25]=[CH:26][CH:27]=1. The catalyst class is: 336. (5) Product: [CH:8]([C:7]1[CH:10]=[CH:11][C:4]([C:1]([N:23]([CH2:24][CH3:25])[CH2:21][CH3:22])=[O:3])=[CH:5][CH:6]=1)=[O:9]. Reactant: [C:1]([C:4]1[CH:11]=[CH:10][C:7]([CH:8]=[O:9])=[CH:6][CH:5]=1)([OH:3])=O.S(Cl)(Cl)=O.CN(C)C=O.[CH2:21]([NH:23][CH2:24][CH3:25])[CH3:22]. The catalyst class is: 11. (6) Reactant: Cl[CH2:2][C:3]1[CH:8]=[CH:7][CH:6]=[CH:5][C:4]=1[C:9]1[CH:14]=[CH:13][CH:12]=[C:11]([CH:15]([CH3:17])[CH3:16])[CH:10]=1.Cl.[O:19]=[C:20]1[C:25]([C:26]([O:28][CH2:29][CH3:30])=[O:27])=[CH:24][CH:23]=[CH:22][NH:21]1.[H-].[Na+]. Product: [CH:15]([C:11]1[CH:10]=[C:9]([C:4]2[CH:5]=[CH:6][CH:7]=[CH:8][C:3]=2[CH2:2][N:21]2[CH:22]=[CH:23][CH:24]=[C:25]([C:26]([O:28][CH2:29][CH3:30])=[O:27])[C:20]2=[O:19])[CH:14]=[CH:13][CH:12]=1)([CH3:17])[CH3:16]. The catalyst class is: 3. (7) Reactant: [F:1][C:2]([F:9])([F:8])[CH2:3][CH2:4][C:5](O)=[O:6].F[P-](F)(F)(F)(F)F.N1(O[P+](N2CCCC2)(N2CCCC2)N2CCCC2)C2C=CC=CC=2N=N1.[F:43][C:44]1[CH:49]=[CH:48][C:47]([C@:50]([C:59]2[CH:64]=[C:63]([O:65][C:66]([F:71])([F:70])[CH:67]([F:69])[F:68])[CH:62]=[C:61]([F:72])[CH:60]=2)([NH2:58])[CH2:51][C:52]2[CH:57]=[CH:56][CH:55]=[CH:54][CH:53]=2)=[CH:46][C:45]=1[O:73][CH:74]([CH3:76])[CH3:75].CN1CCOCC1. Product: [F:1][C:2]([F:9])([F:8])[CH2:3][CH2:4][C:5]([NH:58][C@:50]([C:47]1[CH:48]=[CH:49][C:44]([F:43])=[C:45]([O:73][CH:74]([CH3:76])[CH3:75])[CH:46]=1)([C:59]1[CH:64]=[C:63]([O:65][C:66]([F:71])([F:70])[CH:67]([F:69])[F:68])[CH:62]=[C:61]([F:72])[CH:60]=1)[CH2:51][C:52]1[CH:57]=[CH:56][CH:55]=[CH:54][CH:53]=1)=[O:6]. The catalyst class is: 91. (8) Reactant: [NH2:1][C:2]1[N:7]=[C:6]([C:8]2[O:9][CH:10]=[CH:11][CH:12]=2)[C:5]([C:13]#[N:14])=[C:4](S(C)(=O)=O)[N:3]=1.[C:19]1([NH:25][CH2:26][CH2:27][NH2:28])[CH:24]=[CH:23][CH:22]=[CH:21][CH:20]=1. Product: [NH2:1][C:2]1[N:7]=[C:6]([C:8]2[O:9][CH:10]=[CH:11][CH:12]=2)[C:5]([C:13]#[N:14])=[C:4]([NH:28][CH2:27][CH2:26][NH:25][C:19]2[CH:24]=[CH:23][CH:22]=[CH:21][CH:20]=2)[N:3]=1. The catalyst class is: 57. (9) Reactant: C([S:7][CH2:8][C@@H:9]([CH3:13])[C:10]([OH:12])=[O:11])CCCC=C.Br[CH2:15][C:16]1[CH:21]=[CH:20][CH:19]=[C:18]([I:22])[CH:17]=1. Product: [I:22][C:18]1[CH:17]=[C:16]([CH:21]=[CH:20][CH:19]=1)[CH2:15][S:7][CH2:8][C@@H:9]([CH3:13])[C:10]([OH:12])=[O:11]. The catalyst class is: 23. (10) Reactant: [OH:1][C:2]1[CH:9]=[CH:8][C:7]([O:10][CH3:11])=[CH:6][C:3]=1[CH:4]=[O:5].C([O-])([O-])=O.[K+].[K+].[CH2:18]([O:20][CH:21]([O:24][CH2:25][CH3:26])[CH2:22]Br)[CH3:19]. Product: [CH2:18]([O:20][CH:21]([O:24][CH2:25][CH3:26])[CH2:22][O:1][C:2]1[CH:9]=[CH:8][C:7]([O:10][CH3:11])=[CH:6][C:3]=1[CH:4]=[O:5])[CH3:19]. The catalyst class is: 3.